Dataset: Forward reaction prediction with 1.9M reactions from USPTO patents (1976-2016). Task: Predict the product of the given reaction. The product is: [F:34][C:30]1[CH:29]=[C:28]2[C:33]([C:25]([C:22]3[CH:21]=[CH:20][C:19]4[N:1]=[C:2]([CH2:3][CH:4]5[CH2:9][CH2:8][N:7]([C:10]([O:12][C:13]([CH3:14])([CH3:16])[CH3:15])=[O:11])[CH2:6][CH2:5]5)[O:17][C:24]=4[CH:23]=3)=[CH:26][N:27]2[S:35]([C:38]2[CH:43]=[CH:42][CH:41]=[CH:40][CH:39]=2)(=[O:36])=[O:37])=[CH:32][CH:31]=1. Given the reactants [NH2:1][C:2](=[O:17])[CH2:3][CH:4]1[CH2:9][CH2:8][N:7]([C:10]([O:12][C:13]([CH3:16])([CH3:15])[CH3:14])=[O:11])[CH2:6][CH2:5]1.N[C:19]1[CH:24]=[CH:23][C:22]([C:25]2[C:33]3[C:28](=[CH:29][C:30]([F:34])=[CH:31][CH:32]=3)[N:27]([S:35]([C:38]3[CH:43]=[CH:42][CH:41]=[CH:40][CH:39]=3)(=[O:37])=[O:36])[CH:26]=2)=[CH:21][C:20]=1O, predict the reaction product.